Dataset: Forward reaction prediction with 1.9M reactions from USPTO patents (1976-2016). Task: Predict the product of the given reaction. (1) Given the reactants Br[C:2]1[CH:7]=[CH:6][C:5]([C:8]2[NH:12][C:11]3[CH:13]=[CH:14][CH:15]=[C:16]([C:17]([NH2:19])=[O:18])[C:10]=3[N:9]=2)=[CH:4][CH:3]=1.[CH:20]([C:22]1[CH:27]=[CH:26][C:25](B(O)O)=[CH:24][CH:23]=1)=[O:21].C(=O)([O-])[O-].[Na+].[Na+], predict the reaction product. The product is: [CH:20]([C:22]1[CH:27]=[CH:26][C:25]([C:2]2[CH:7]=[CH:6][C:5]([C:8]3[NH:12][C:11]4[CH:13]=[CH:14][CH:15]=[C:16]([C:17]([NH2:19])=[O:18])[C:10]=4[N:9]=3)=[CH:4][CH:3]=2)=[CH:24][CH:23]=1)=[O:21]. (2) Given the reactants [N:1]1[CH:6]=[CH:5][C:4]([NH2:7])=[C:3]([NH2:8])[CH:2]=1.[C:9](=S)=[S:10].[Cl-].[Cl-].[Ca+2], predict the reaction product. The product is: [NH:7]1[C:4]2[CH:5]=[CH:6][N:1]=[CH:2][C:3]=2[N:8]=[C:9]1[SH:10]. (3) Given the reactants [Si]([O:8][CH2:9][CH2:10][O:11][NH:12][C:13](=[O:38])[C:14]1[CH:19]=[C:18]([CH:20]=[N:21][O:22][CH2:23][CH:24]([OH:26])[CH3:25])[C:17]([F:27])=[C:16]([F:28])[C:15]=1[NH:29][C:30]1[CH:35]=[CH:34][C:33]([I:36])=[CH:32][C:31]=1[F:37])(C(C)(C)C)(C)C.[F-].C([N+](CCCC)(CCCC)CCCC)CCC, predict the reaction product. The product is: [F:28][C:16]1[C:15]([NH:29][C:30]2[CH:35]=[CH:34][C:33]([I:36])=[CH:32][C:31]=2[F:37])=[C:14]([CH:19]=[C:18](/[CH:20]=[N:21]/[O:22][CH2:23][CH:24]([OH:26])[CH3:25])[C:17]=1[F:27])[C:13]([NH:12][O:11][CH2:10][CH2:9][OH:8])=[O:38]. (4) Given the reactants C([O:3][C:4]([C:6]1([S:21]([C:24]2[CH:29]=[CH:28][C:27]([O:30][CH3:31])=[CH:26][CH:25]=2)(=[O:23])=[O:22])[CH2:11][CH2:10][N:9]([CH2:12][C:13]2[CH:18]=[CH:17][CH:16]=[C:15]([O:19][CH3:20])[CH:14]=2)[CH2:8][CH2:7]1)=[O:5])C.[OH-].[Na+], predict the reaction product. The product is: [CH3:31][O:30][C:27]1[CH:26]=[CH:25][C:24]([S:21]([C:6]2([C:4]([OH:5])=[O:3])[CH2:7][CH2:8][N:9]([CH2:12][C:13]3[CH:18]=[CH:17][CH:16]=[C:15]([O:19][CH3:20])[CH:14]=3)[CH2:10][CH2:11]2)(=[O:22])=[O:23])=[CH:29][CH:28]=1. (5) Given the reactants [Cl:1][C:2]1[CH:3]=[C:4]([CH:18]=[C:19]([NH:21][S:22]([CH3:25])(=[O:24])=[O:23])[CH:20]=1)[C:5]([NH:7][CH2:8][C:9]1[CH:14]=[CH:13][C:12]([C:15]#[N:16])=[CH:11][C:10]=1[OH:17])=[O:6].C(=O)([O-])[O-].[Cs+].[Cs+].Cl[CH2:33][C:34]([NH:36][CH3:37])=[O:35].[I-].[K+], predict the reaction product. The product is: [Cl:1][C:2]1[CH:3]=[C:4]([CH:18]=[C:19]([NH:21][S:22]([CH3:25])(=[O:24])=[O:23])[CH:20]=1)[C:5]([NH:7][CH2:8][C:9]1[CH:14]=[CH:13][C:12]([C:15]#[N:16])=[CH:11][C:10]=1[O:17][CH2:33][C:34](=[O:35])[NH:36][CH3:37])=[O:6]. (6) Given the reactants C[O:2][C:3]1[CH:19]=[CH:18][C:6]2[N:7]=[C:8]([C:10]3[CH:15]=[CH:14][C:13]([O:16]C)=[CH:12][CH:11]=3)[S:9][C:5]=2[CH:4]=1.Cl.N1C=CC=CC=1.Cl, predict the reaction product. The product is: [OH:16][C:13]1[CH:12]=[CH:11][C:10]([C:8]2[S:9][C:5]3[CH:4]=[C:3]([OH:2])[CH:19]=[CH:18][C:6]=3[N:7]=2)=[CH:15][CH:14]=1. (7) Given the reactants [Br:1][C:2]1[CH:15]=[CH:14][C:13]2[C:12](=[O:16])[C:11]3[C:6](=[CH:7][CH:8]=[CH:9][CH:10]=3)[C:5](=[O:17])[C:4]=2[CH:3]=1.[CH2:23](O[CH2:23][CH2:24][CH2:25][CH3:26])[CH2:24][CH2:25][CH3:26].[C:27]1([Li])[CH:32]=[CH:31][CH:30]=[CH:29][CH:28]=1.O1CC[CH2:36][CH2:35]1, predict the reaction product. The product is: [Br:1][C:2]1[CH:15]=[CH:14][C:13]2[C:12]([C:27]3[CH:32]=[CH:31][CH:30]=[CH:29][CH:28]=3)([OH:16])[C:11]3[C:6](=[CH:7][CH:8]=[CH:9][CH:10]=3)[C:5]([C:23]3[CH:24]=[CH:25][CH:26]=[CH:36][CH:35]=3)([OH:17])[C:4]=2[CH:3]=1.